Dataset: Reaction yield outcomes from USPTO patents with 853,638 reactions. Task: Predict the reaction yield, written as a fraction of the theoretical maximum amount of product (1.0 means a 100% yield; for example, 0.34 means a 34% yield). (1) The reactants are [C:1]([N:4]1[C:13]2[C:8](=[CH:9][C:10]([C:14](O)=[O:15])=[CH:11][CH:12]=2)[C@H:7]([NH:17][C:18]2[N:23]=[C:22]([CH3:24])[CH:21]=[CH:20][N:19]=2)[C@@H:6]([CH3:25])[C@@H:5]1[CH:26]1[CH2:28][CH2:27]1)(=[O:3])[CH3:2].C[N:30](C(ON1N=NC2C=CC=NC1=2)=[N+](C)C)C.F[P-](F)(F)(F)(F)F.CCN(C(C)C)C(C)C.[Cl-].[NH4+]. The catalyst is CN(C)C=O. The product is [C:1]([N:4]1[C:13]2[C:8](=[CH:9][C:10]([C:14]([NH2:30])=[O:15])=[CH:11][CH:12]=2)[C@H:7]([NH:17][C:18]2[N:23]=[C:22]([CH3:24])[CH:21]=[CH:20][N:19]=2)[C@@H:6]([CH3:25])[C@@H:5]1[CH:26]1[CH2:28][CH2:27]1)(=[O:3])[CH3:2]. The yield is 0.708. (2) The reactants are [CH3:1][CH:2]([CH3:16])[CH2:3][O:4][C:5]1[CH:10]=[CH:9][CH:8]=[CH:7][C:6]=1[O:11][CH2:12][CH:13]([CH3:15])[CH3:14].[Br:17]Br.[O-]S([O-])=O.[Na+].[Na+]. The catalyst is [Fe].C(Cl)Cl. The product is [CH3:1][CH:2]([CH3:16])[CH2:3][O:4][C:5]1[CH:10]=[C:9]([Br:17])[CH:8]=[CH:7][C:6]=1[O:11][CH2:12][CH:13]([CH3:15])[CH3:14]. The yield is 0.340. (3) The product is [Br-:69].[CH2:1]([O:19][CH:20]([CH2:25][O:26][CH2:27][CH2:28][CH2:29][CH2:30][CH2:31][CH2:32][CH2:33][CH2:34][CH:35]=[CH:36][CH2:37][CH2:38][CH2:39][CH2:40][CH2:41][CH2:42][CH2:43][CH3:44])[CH2:21][N+:22]([CH2:68][CH2:67][CH2:66][CH2:65][C:64]([O:63][CH2:62][CH2:61][C:60](=[O:71])[CH2:59][CH2:58][C:57](=[O:72])[CH2:56][CH2:55][C:54](=[O:73])[CH2:53][CH2:52][C:51](=[O:74])[CH2:50][CH2:49][C:48](=[O:75])[CH2:47][CH2:46][OH:45])=[O:70])([CH3:24])[CH3:23])[CH2:2][CH2:3][CH2:4][CH2:5][CH2:6][CH2:7][CH2:8][CH:9]=[CH:10][CH2:11][CH2:12][CH2:13][CH2:14][CH2:15][CH2:16][CH2:17][CH3:18]. The reactants are [CH2:1]([O:19][CH:20]([CH2:25][O:26][CH2:27][CH2:28][CH2:29][CH2:30][CH2:31][CH2:32][CH2:33][CH2:34][CH:35]=[CH:36][CH2:37][CH2:38][CH2:39][CH2:40][CH2:41][CH2:42][CH2:43][CH3:44])[CH2:21][N:22]([CH3:24])[CH3:23])[CH2:2][CH2:3][CH2:4][CH2:5][CH2:6][CH2:7][CH2:8][CH:9]=[CH:10][CH2:11][CH2:12][CH2:13][CH2:14][CH2:15][CH2:16][CH2:17][CH3:18].[OH:45][CH2:46][CH2:47][C:48](=[O:75])[CH2:49][CH2:50][C:51](=[O:74])[CH2:52][CH2:53][C:54](=[O:73])[CH2:55][CH2:56][C:57](=[O:72])[CH2:58][CH2:59][C:60](=[O:71])[CH2:61][CH2:62][O:63][C:64](=[O:70])[CH2:65][CH2:66][CH2:67][CH2:68][Br:69]. The yield is 0.470. The catalyst is CC(C)=O. (4) The reactants are [Br:1][C:2]1[C:3]([C:20](OC)=[O:21])=[C:4]2[N:10]=[CH:9][N:8]([CH2:11][C:12]3[CH:17]=[CH:16][C:15]([O:18][CH3:19])=[CH:14][CH:13]=3)[C:5]2=[N:6][CH:7]=1.[BH4-].[Na+]. The catalyst is C(O)C. The product is [Br:1][C:2]1[C:3]([CH2:20][OH:21])=[C:4]2[N:10]=[CH:9][N:8]([CH2:11][C:12]3[CH:13]=[CH:14][C:15]([O:18][CH3:19])=[CH:16][CH:17]=3)[C:5]2=[N:6][CH:7]=1. The yield is 0.650. (5) The reactants are [CH3:1][O:2][C:3]1[CH:8]=[CH:7][C:6]([N:9]2[C:13]([C:14]3[CH:15]=[N:16][C:17]([CH3:20])=[CH:18][CH:19]=3)=[CH:12][C:11]([C:21]3([OH:31])[CH2:30][CH2:29][C:24]4(OCC[O:25]4)[CH2:23][CH2:22]3)=[N:10]2)=[CH:5][CH:4]=1.[OH-].[Na+]. The catalyst is O1CCCC1.Cl. The product is [OH:31][C:21]1([C:11]2[CH:12]=[C:13]([C:14]3[CH:15]=[N:16][C:17]([CH3:20])=[CH:18][CH:19]=3)[N:9]([C:6]3[CH:5]=[CH:4][C:3]([O:2][CH3:1])=[CH:8][CH:7]=3)[N:10]=2)[CH2:30][CH2:29][C:24](=[O:25])[CH2:23][CH2:22]1. The yield is 0.960. (6) The reactants are [CH3:1][O:2][C:3](=[O:14])[C:4]1[CH:9]=[C:8]([N+:10]([O-:12])=[O:11])[CH:7]=[C:6](I)[CH:5]=1.[B:15]1([B:15]2[O:19][C:18]([CH3:21])([CH3:20])[C:17]([CH3:23])([CH3:22])[O:16]2)[O:19][C:18]([CH3:21])([CH3:20])[C:17]([CH3:23])([CH3:22])[O:16]1.CC([O-])=O.[K+]. The catalyst is CS(C)=O. The product is [CH3:1][O:2][C:3](=[O:14])[C:4]1[CH:5]=[C:6]([B:15]2[O:19][C:18]([CH3:21])([CH3:20])[C:17]([CH3:23])([CH3:22])[O:16]2)[CH:7]=[C:8]([N+:10]([O-:12])=[O:11])[CH:9]=1. The yield is 0.670. (7) The product is [NH2:32][C:14]1[N:15]=[CH:16][C:17]([C:19]2[CH:20]=[N:21][N:22]([CH2:24][CH:25]([OH:26])[CH2:29][OH:28])[CH:23]=2)=[CH:18][C:13]=1[O:12][CH:10]([C:3]1[C:4]([Cl:9])=[CH:5][CH:6]=[C:7]([F:8])[C:2]=1[Cl:1])[CH3:11]. The reactants are [Cl:1][C:2]1[C:7]([F:8])=[CH:6][CH:5]=[C:4]([Cl:9])[C:3]=1[CH:10]([O:12][C:13]1[C:14]([NH2:32])=[N:15][CH:16]=[C:17]([C:19]2[CH:20]=[N:21][N:22]([CH2:24][CH:25]3[CH2:29][O:28]C(C)(C)[O:26]3)[CH:23]=2)[CH:18]=1)[CH3:11].C(O)(C(F)(F)F)=O. The yield is 0.742. The catalyst is C1COCC1.O.